From a dataset of NCI-60 drug combinations with 297,098 pairs across 59 cell lines. Regression. Given two drug SMILES strings and cell line genomic features, predict the synergy score measuring deviation from expected non-interaction effect. Drug 1: COC1=C(C=C2C(=C1)N=CN=C2NC3=CC(=C(C=C3)F)Cl)OCCCN4CCOCC4. Drug 2: CN(C)N=NC1=C(NC=N1)C(=O)N. Cell line: MDA-MB-435. Synergy scores: CSS=1.01, Synergy_ZIP=-2.22, Synergy_Bliss=-3.74, Synergy_Loewe=-13.2, Synergy_HSA=-7.96.